This data is from CYP2C9 inhibition data for predicting drug metabolism from PubChem BioAssay. The task is: Regression/Classification. Given a drug SMILES string, predict its absorption, distribution, metabolism, or excretion properties. Task type varies by dataset: regression for continuous measurements (e.g., permeability, clearance, half-life) or binary classification for categorical outcomes (e.g., BBB penetration, CYP inhibition). Dataset: cyp2c9_veith. The molecule is Cc1ccc(S(=O)(=O)/N=C(\c2ccc(F)cc2)n2c(C)nc3ccccc32)cc1. The result is 1 (inhibitor).